Task: Predict the reaction yield, written as a fraction of the theoretical maximum amount of product (1.0 means a 100% yield; for example, 0.34 means a 34% yield).. Dataset: Reaction yield outcomes from USPTO patents with 853,638 reactions (1) The reactants are [Cl:1][C:2]1[C:3]([CH2:8][C:9]([NH:11][C:12]2[CH:17]=[CH:16][CH:15]=[C:14]([B:18]3[O:22][C:21]([CH3:24])([CH3:23])[C:20]([CH3:26])([CH3:25])[O:19]3)[C:13]=2[CH3:27])=[O:10])=[N:4][CH:5]=[CH:6][CH:7]=1.C1N=CN([C:33](N2C=NC=C2)=[O:34])C=1. The catalyst is C1(C)C=CC=CC=1.CCOC(C)=O. The product is [Cl:1][C:2]1[C:3]2[N:4]([C:33](=[O:34])[N:11]([C:12]3[CH:17]=[CH:16][CH:15]=[C:14]([B:18]4[O:22][C:21]([CH3:23])([CH3:24])[C:20]([CH3:26])([CH3:25])[O:19]4)[C:13]=3[CH3:27])[C:9](=[O:10])[CH:8]=2)[CH:5]=[CH:6][CH:7]=1. The yield is 0.650. (2) The reactants are [CH2:1]([O:8][C:9]1[CH:18]=[C:17]2[C:12]([C:13]([O:19][C:20]3[CH:25]=[CH:24][C:23]([NH2:26])=[CH:22][C:21]=3[F:27])=[CH:14][CH:15]=[N:16]2)=[CH:11][C:10]=1[O:28][CH3:29])[C:2]1[CH:7]=[CH:6][CH:5]=[CH:4][CH:3]=1.[F:30][C:31]([F:42])([F:41])[C:32]1[CH:37]=[CH:36][C:35]([NH:38][CH:39]=[O:40])=[CH:34][CH:33]=1. The catalyst is C(Cl)Cl. The product is [CH2:1]([O:8][C:9]1[CH:18]=[C:17]2[C:12]([C:13]([O:19][C:20]3[CH:25]=[CH:24][C:23]([NH:26][C:39]([NH:38][C:35]4[CH:34]=[CH:33][C:32]([C:31]([F:30])([F:41])[F:42])=[CH:37][CH:36]=4)=[O:40])=[CH:22][C:21]=3[F:27])=[CH:14][CH:15]=[N:16]2)=[CH:11][C:10]=1[O:28][CH3:29])[C:2]1[CH:7]=[CH:6][CH:5]=[CH:4][CH:3]=1. The yield is 0.790. (3) The reactants are Cl[C:2]1[CH:3]=[CH:4][C:5]([N+:9]([O-:11])=[O:10])=[C:6]([NH2:8])[CH:7]=1.[N:12]1([C:18]([C:20]2[CH:25]=[CH:24][CH:23]=[CH:22][C:21]=2[C:26]([F:29])([F:28])[F:27])=[O:19])[CH2:17][CH2:16][NH:15][CH2:14][CH2:13]1.C(=O)([O-])[O-].[Cs+].[Cs+]. The catalyst is CS(C)=O. The product is [NH2:8][C:6]1[CH:7]=[C:2]([N:15]2[CH2:14][CH2:13][N:12]([C:18]([C:20]3[CH:25]=[CH:24][CH:23]=[CH:22][C:21]=3[C:26]([F:28])([F:27])[F:29])=[O:19])[CH2:17][CH2:16]2)[CH:3]=[CH:4][C:5]=1[N+:9]([O-:11])=[O:10]. The yield is 0.790. (4) The reactants are [C:1](=[NH:23])([O:3][CH2:4][CH2:5][C:6]1[CH:11]=[CH:10][C:9]([O:12][C:13]2[CH:14]=[N:15][C:16]([C:19]([F:22])([F:21])[F:20])=[CH:17][CH:18]=2)=[CH:8][CH:7]=1)[NH2:2].[CH:24]([CH:26]([CH2:31][C:32]1[CH:33]=[N:34][N:35]([CH3:37])[CH:36]=1)[C:27](OC)=O)=[O:25].C([O-])([O-])=O.[K+].[K+]. The catalyst is CN1C(=O)CCC1. The product is [CH3:37][N:35]1[CH:36]=[C:32]([CH2:31][C:26]2[C:24](=[O:25])[N:23]=[C:1]([O:3][CH2:4][CH2:5][C:6]3[CH:7]=[CH:8][C:9]([O:12][C:13]4[CH:14]=[N:15][C:16]([C:19]([F:22])([F:21])[F:20])=[CH:17][CH:18]=4)=[CH:10][CH:11]=3)[NH:2][CH:27]=2)[CH:33]=[N:34]1. The yield is 0.246.